Task: Predict the product of the given reaction.. Dataset: Forward reaction prediction with 1.9M reactions from USPTO patents (1976-2016) (1) Given the reactants S(Cl)(Cl)=O.[Br:5][CH2:6][C@@:7]([OH:12])([CH3:11])[C:8](O)=[O:9].CCN(CC)CC.[NH2:20][C:21]1[CH:28]=[CH:27][C:24]([C:25]#[N:26])=[C:23]([Cl:29])[CH:22]=1, predict the reaction product. The product is: [Br:5][CH2:6][C@@:7]([OH:12])([CH3:11])[C:8]([NH:20][C:21]1[CH:28]=[CH:27][C:24]([C:25]#[N:26])=[C:23]([Cl:29])[CH:22]=1)=[O:9]. (2) Given the reactants [CH3:1][C:2]1[CH:11]=[CH:10][C:9]([N:12]2[CH2:17][CH2:16][N:15]([CH3:18])[CH2:14][CH2:13]2)=[C:8]2[C:3]=1[CH2:4][CH2:5][C@@H:6]([NH:19][C:20](=[O:33])[C:21]1[CH:26]=[CH:25][C:24]([N:27]3[CH2:32][CH2:31][O:30][CH2:29][CH2:28]3)=[CH:23][CH:22]=1)[CH2:7]2.[C:34]([OH:41])(=[O:40])/[CH:35]=[CH:36]\[C:37]([OH:39])=[O:38].C(OCC)C.O, predict the reaction product. The product is: [C:34]([OH:41])(=[O:40])/[CH:35]=[CH:36]\[C:37]([OH:39])=[O:38].[CH3:1][C:2]1[CH:11]=[CH:10][C:9]([N:12]2[CH2:17][CH2:16][N:15]([CH3:18])[CH2:14][CH2:13]2)=[C:8]2[C:3]=1[CH2:4][CH2:5][C@@H:6]([NH:19][C:20](=[O:33])[C:21]1[CH:26]=[CH:25][C:24]([N:27]3[CH2:32][CH2:31][O:30][CH2:29][CH2:28]3)=[CH:23][CH:22]=1)[CH2:7]2. (3) Given the reactants O.[OH-].[Li+].[Cl:4][C:5]1[CH:6]=[C:7]([C:12]2([C:31]([F:34])([F:33])[F:32])[O:16][N:15]=[C:14]([C:17]3[C:26]4[C:21](=[CH:22][CH:23]=[CH:24][CH:25]=4)[C:20]([C:27]([O:29]C)=[O:28])=[CH:19][CH:18]=3)[CH2:13]2)[CH:8]=[C:9]([Cl:11])[CH:10]=1.CO, predict the reaction product. The product is: [Cl:4][C:5]1[CH:6]=[C:7]([C:12]2([C:31]([F:33])([F:32])[F:34])[O:16][N:15]=[C:14]([C:17]3[C:26]4[C:21](=[CH:22][CH:23]=[CH:24][CH:25]=4)[C:20]([C:27]([OH:29])=[O:28])=[CH:19][CH:18]=3)[CH2:13]2)[CH:8]=[C:9]([Cl:11])[CH:10]=1. (4) Given the reactants [CH2:1]([O:3][C:4]1[CH:5]=[C:6]([CH:10]=[CH:11][C:12]=1[NH:13][C:14]1[C:15]2[C:22]([CH3:23])=[CH:21][S:20][C:16]=2[N:17]=[CH:18][N:19]=1)[C:7]([NH2:9])=[O:8])[CH3:2].[Cl:24]N1C(=O)CCC1=O, predict the reaction product. The product is: [Cl:24][C:21]1[S:20][C:16]2[N:17]=[CH:18][N:19]=[C:14]([NH:13][C:12]3[CH:11]=[CH:10][C:6]([C:7]([NH2:9])=[O:8])=[CH:5][C:4]=3[O:3][CH2:1][CH3:2])[C:15]=2[C:22]=1[CH3:23]. (5) Given the reactants [NH2:1][C:2]1[C:3]([C:24]([O:26]CC)=O)=[N:4][C:5]([C:17]2[CH:22]=[CH:21][CH:20]=[CH:19][C:18]=2[OH:23])=[N:6][C:7]=1[NH:8][C:9]1C=CC=CC=1OC.[NH2:29]C1C(C(OCC)=O)=NC(Cl)=NC=1NC1C=CC=CC=1OC.OC1C=C(B(O)O)C=CC=1.P([O-])([O-])([O-])=O.[K+].[K+].[K+].C1(P(C2CCCCC2)C2C=CC=CC=2[C:82]2[C:87]([O:88][CH3:89])=[CH:86][CH:85]=[CH:84][C:83]=2OC)CCCCC1, predict the reaction product. The product is: [OH:23][C:18]1[CH:19]=[CH:20][CH:21]=[CH:22][C:17]=1[C:5]1[N:6]=[C:7]2[C:2]([N:1]=[CH:9][N:8]2[C:82]2[CH:83]=[CH:84][CH:85]=[CH:86][C:87]=2[O:88][CH3:89])=[C:3]([C:24]([NH2:29])=[O:26])[N:4]=1. (6) The product is: [N:1]1([C:10]2[S:14][C:13]([C:15]([NH2:27])=[O:17])=[C:12]([CH2:19][CH2:20][C:21]3[CH:26]=[CH:25][CH:24]=[CH:23][CH:22]=3)[CH:11]=2)[C:5]2[CH:6]=[CH:7][CH:8]=[CH:9][C:4]=2[N:3]=[CH:2]1. Given the reactants [N:1]1([C:10]2[S:14][C:13]([C:15]([O:17]C)=O)=[C:12]([CH2:19][CH2:20][C:21]3[CH:26]=[CH:25][CH:24]=[CH:23][CH:22]=3)[CH:11]=2)[C:5]2[CH:6]=[CH:7][CH:8]=[CH:9][C:4]=2[N:3]=[CH:2]1.[NH3:27], predict the reaction product.